Predict the product of the given reaction. From a dataset of Forward reaction prediction with 1.9M reactions from USPTO patents (1976-2016). (1) Given the reactants [CH2:1]([N:3]1[C:7]([CH2:8][C:9]([OH:12])([CH3:11])[CH3:10])=[C:6](I)[C:5]([C:14]#[N:15])=[N:4]1)[CH3:2].[CH2:16]([Si:19]([CH3:22])([CH3:21])[CH3:20])[C:17]#[CH:18].C(N(CC)CC)C.C(#N)C, predict the reaction product. The product is: [CH2:1]([N:3]1[C:7]([CH2:8][C:9]([OH:12])([CH3:11])[CH3:10])=[C:6]([C:18]#[C:17][CH2:16][Si:19]([CH3:22])([CH3:21])[CH3:20])[C:5]([C:14]#[N:15])=[N:4]1)[CH3:2]. (2) Given the reactants [CH3:1][O:2][CH2:3][C:4]1[N:8]([CH3:9])[N:7]=[C:6]([NH:10][C:11]2[C:16](=[O:17])[N:15]([CH3:18])[CH:14]=[C:13]([C:19]3[C:24]([CH:25]=[O:26])=[C:23]([N:27]4[CH2:39][CH2:38][C:37]5[N:36]6[C:31]([CH2:32][CH2:33][CH2:34][CH2:35]6)=[CH:30][C:29]=5[C:28]4=[O:40])[N:22]=[CH:21][CH:20]=3)[CH:12]=2)[CH:5]=1.[BH4-].[Na+], predict the reaction product. The product is: [OH:26][CH2:25][C:24]1[C:23]([N:27]2[CH2:39][CH2:38][C:37]3[N:36]4[C:31]([CH2:32][CH2:33][CH2:34][CH2:35]4)=[CH:30][C:29]=3[C:28]2=[O:40])=[N:22][CH:21]=[CH:20][C:19]=1[C:13]1[CH:12]=[C:11]([NH:10][C:6]2[CH:5]=[C:4]([CH2:3][O:2][CH3:1])[N:8]([CH3:9])[N:7]=2)[C:16](=[O:17])[N:15]([CH3:18])[CH:14]=1. (3) Given the reactants C(O[BH-](OC(=O)C)OC(=O)C)(=O)C.[Na+].[NH:15]1[C:24]2[C:19](=[CH:20][CH:21]=[CH:22][C:23]=2[O:25][CH2:26][C:27]2[CH:32]=[CH:31][C:30]([CH2:33][CH2:34][C:35]([O:37][CH3:38])=[O:36])=[CH:29][CH:28]=2)[CH2:18][CH2:17][CH2:16]1.[CH:39](=O)[C:40]1[CH:45]=[CH:44][CH:43]=[CH:42][CH:41]=1.ClC(Cl)C.C(=O)(O)[O-].[Na+], predict the reaction product. The product is: [CH2:39]([N:15]1[C:24]2[C:19](=[CH:20][CH:21]=[CH:22][C:23]=2[O:25][CH2:26][C:27]2[CH:28]=[CH:29][C:30]([CH2:33][CH2:34][C:35]([O:37][CH3:38])=[O:36])=[CH:31][CH:32]=2)[CH2:18][CH2:17][CH2:16]1)[C:40]1[CH:45]=[CH:44][CH:43]=[CH:42][CH:41]=1. (4) Given the reactants Cl.[F:2][C:3]1[CH:30]=[CH:29][C:6]([CH2:7][NH:8][C:9]([C:11]2[CH:16]=[C:15]([C:17]3[CH2:21][CH:20]([CH:22]4[CH2:27][CH2:26][NH:25][CH2:24][CH2:23]4)[O:19][N:18]=3)[N:14]=[C:13]([CH3:28])[N:12]=2)=[O:10])=[CH:5][C:4]=1[O:31][CH3:32].ClC(Cl)(O[C:37](=[O:43])OC(Cl)(Cl)Cl)Cl.[CH2:45]([CH2:47][NH2:48])[OH:46], predict the reaction product. The product is: [F:2][C:3]1[CH:30]=[CH:29][C:6]([CH2:7][NH:8][C:9]([C:11]2[CH:16]=[C:15]([C:17]3[CH2:21][CH:20]([CH:22]4[CH2:23][CH2:24][N:25]([C:37](=[O:43])[NH:48][CH2:47][CH2:45][OH:46])[CH2:26][CH2:27]4)[O:19][N:18]=3)[N:14]=[C:13]([CH3:28])[N:12]=2)=[O:10])=[CH:5][C:4]=1[O:31][CH3:32]. (5) Given the reactants [NH:1]1[CH2:5][CH2:4][CH2:3][CH:2]1[CH2:6][OH:7].C(=O)([O-])[O-].[K+].[K+].[Si:14]([O:21][C:22]1[C:30]2[N:29]=[C:28]([CH:31]([F:33])[F:32])[N:27]([C:34]3[N:39]=[C:38](Cl)[CH:37]=[C:36]([Cl:41])[N:35]=3)[C:26]=2[CH:25]=[CH:24][CH:23]=1)([C:17]([CH3:20])([CH3:19])[CH3:18])([CH3:16])[CH3:15].O, predict the reaction product. The product is: [Si:14]([O:21][C:22]1[C:30]2[N:29]=[C:28]([CH:31]([F:33])[F:32])[N:27]([C:34]3[N:39]=[C:38]([N:1]4[CH2:5][CH2:4][CH2:3][CH:2]4[CH2:6][OH:7])[CH:37]=[C:36]([Cl:41])[N:35]=3)[C:26]=2[CH:25]=[CH:24][CH:23]=1)([C:17]([CH3:18])([CH3:19])[CH3:20])([CH3:16])[CH3:15]. (6) Given the reactants [BH4-].[Na+].[CH2:3]([O:5][C:6]1[CH:11]=[CH:10][C:9]([S:12]([NH2:15])(=[O:14])=[O:13])=[CH:8][C:7]=1[N+:16]([O-])=O)[CH3:4], predict the reaction product. The product is: [NH2:16][C:7]1[CH:8]=[C:9]([S:12]([NH2:15])(=[O:13])=[O:14])[CH:10]=[CH:11][C:6]=1[O:5][CH2:3][CH3:4]. (7) Given the reactants [C:1]([C:4]1[C:22](=[O:23])[C@@:8]2([CH3:24])[C:9]3[C:15]([OH:16])=[CH:14][C:13]([O:17][CH3:18])=[C:12]([C:19]([NH2:21])=[O:20])[C:10]=3[O:11][C:7]2=[CH:6][C:5]=1[OH:25])(=[O:3])[CH3:2].[Cl:26][C:27]1[CH:36]=[CH:35][CH:34]=[C:33]2[C:28]=1[CH:29]=[CH:30][C:31]([CH3:39])=[C:32]2[CH:37]=O.C([SiH](CC)CC)C.FC(F)(F)C(O)=O, predict the reaction product. The product is: [C:1]([C:4]1[C:22](=[O:23])[C@@:8]2([CH3:24])[C:9]3[C:15]([OH:16])=[CH:14][C:13]([O:17][CH3:18])=[C:12]([C:19]([NH:21][CH2:37][C:32]4[C:33]5[C:28](=[C:27]([Cl:26])[CH:36]=[CH:35][CH:34]=5)[CH:29]=[CH:30][C:31]=4[CH3:39])=[O:20])[C:10]=3[O:11][C:7]2=[CH:6][C:5]=1[OH:25])(=[O:3])[CH3:2]. (8) Given the reactants [CH3:1]I.[CH3:3][NH:4][C:5]([NH:7][C:8]1[CH:13]=[C:12]([OH:14])[CH:11]=[C:10]([C:15]([OH:17])=[O:16])[CH:9]=1)=[S:6], predict the reaction product. The product is: [CH3:3][NH:4][C:5](=[N:7][C:8]1[CH:13]=[C:12]([OH:14])[CH:11]=[C:10]([C:15]([OH:17])=[O:16])[CH:9]=1)[S:6][CH3:1]. (9) Given the reactants [F:1][C:2]([F:32])([F:31])[C:3]1[CH:4]=[C:5]([CH:24]=[C:25]([C:27]([F:30])([F:29])[F:28])[CH:26]=1)[CH2:6][O:7][C@H:8]1[O:13][C@H:12]([CH3:14])[CH2:11][N:10](CC=C)[C@@H:9]1[C:18]1[CH:23]=[CH:22][CH:21]=[CH:20][CH:19]=1.C(#N)C.O, predict the reaction product. The product is: [F:32][C:2]([F:1])([F:31])[C:3]1[CH:4]=[C:5]([CH:24]=[C:25]([C:27]([F:28])([F:29])[F:30])[CH:26]=1)[CH2:6][O:7][C@H:8]1[O:13][C@H:12]([CH3:14])[CH2:11][NH:10][C@@H:9]1[C:18]1[CH:19]=[CH:20][CH:21]=[CH:22][CH:23]=1.